From a dataset of Catalyst prediction with 721,799 reactions and 888 catalyst types from USPTO. Predict which catalyst facilitates the given reaction. (1) Reactant: [F:1][C:2]1[C:10]([C:11]2[CH:16]=[CH:15][N:14]=[CH:13][CH:12]=2)=[CH:9][CH:8]=[CH:7][C:3]=1[C:4]([NH2:6])=[O:5].I[CH2:18][CH3:19].[BH4-].[Na+]. Product: [CH2:18]([N:14]1[CH2:15][CH:16]=[C:11]([C:10]2[C:2]([F:1])=[C:3]([CH:7]=[CH:8][CH:9]=2)[C:4]([NH2:6])=[O:5])[CH2:12][CH2:13]1)[CH3:19]. The catalyst class is: 813. (2) Reactant: [C:1]1(=[O:7])[O:6][C:4](=[O:5])[CH2:3][CH2:2]1.[NH2:8][C:9]1[CH:14]=[CH:13][C:12]([N:15]2[CH2:20][CH2:19][N:18]([C:21]3([C:30]4[CH:35]=[CH:34][C:33]([C:36]5[CH:41]=[CH:40][CH:39]=[CH:38][CH:37]=5)=[CH:32][CH:31]=4)[C:26](=[O:27])[NH:25][C:24](=[O:28])[NH:23][C:22]3=[O:29])[CH2:17][CH2:16]2)=[CH:11][CH:10]=1. Product: [C:33]1([C:36]2[CH:41]=[CH:40][CH:39]=[CH:38][CH:37]=2)[CH:34]=[CH:35][C:30]([C:21]2([N:18]3[CH2:17][CH2:16][N:15]([C:12]4[CH:13]=[CH:14][C:9]([NH:8][C:4](=[O:5])[CH2:3][CH2:2][C:1]([OH:6])=[O:7])=[CH:10][CH:11]=4)[CH2:20][CH2:19]3)[C:26](=[O:27])[NH:25][C:24](=[O:28])[NH:23][C:22]2=[O:29])=[CH:31][CH:32]=1. The catalyst class is: 42. (3) Reactant: Cl[C:2]1[N:11]=[C:10]([NH:12][CH2:13][C:14]2[CH:19]=[CH:18][CH:17]=[CH:16][N:15]=2)[C:9]2[C:4](=[CH:5][CH:6]=[CH:7][C:8]=2[C:20]2[CH:25]=[CH:24][CH:23]=[CH:22][CH:21]=2)[N:3]=1.C[Si]([C:30]#[CH:31])(C)C.CCN(CC)CC. Product: [C:30]([C:2]1[N:11]=[C:10]([NH:12][CH2:13][C:14]2[CH:19]=[CH:18][CH:17]=[CH:16][N:15]=2)[C:9]2[C:4](=[CH:5][CH:6]=[CH:7][C:8]=2[C:20]2[CH:25]=[CH:24][CH:23]=[CH:22][CH:21]=2)[N:3]=1)#[CH:31]. The catalyst class is: 128. (4) Reactant: CO[C:3]([C:5]1[C:10]([NH:11][C:12](=[O:22])[CH2:13][C:14]2[C:15]([Cl:21])=[N:16][C:17]([Cl:20])=[CH:18][CH:19]=2)=[N:9][CH:8]=[CH:7][N:6]=1)=[O:4].C(=O)([O-])[O-].[K+].[K+]. Product: [Cl:21][C:15]1[C:14]([C:13]2[C:12](=[O:22])[NH:11][C:10]3=[N:9][CH:8]=[CH:7][N:6]=[C:5]3[C:3]=2[OH:4])=[CH:19][CH:18]=[C:17]([Cl:20])[N:16]=1. The catalyst class is: 42. (5) Reactant: C([O:5][C:6](=[O:17])/[CH:7]=[CH:8]/[C:9]1[CH:14]=[CH:13][C:12]([CH:15]=[O:16])=[CH:11][N:10]=1)(C)(C)C.C(O)(C(F)(F)F)=O. Product: [CH:15]([C:12]1[CH:13]=[CH:14][C:9](/[CH:8]=[CH:7]/[C:6]([OH:17])=[O:5])=[N:10][CH:11]=1)=[O:16]. The catalyst class is: 2. (6) Reactant: [C:1]([O:5][C:6]([C:8]1[N:9]=[N:10][N:11]([CH2:13][CH:14]([F:28])[CH2:15][CH2:16][N:17]2[CH:22]=[CH:21][C:20]([C:23](OC)=[O:24])=[CH:19][C:18]2=[O:27])[CH:12]=1)=[O:7])([CH3:4])([CH3:3])[CH3:2].[BH4-].[Na+]. Product: [F:28][CH:14]([CH2:15][CH2:16][N:17]1[CH:22]=[CH:21][C:20]([CH2:23][OH:24])=[CH:19][C:18]1=[O:27])[CH2:13][N:11]1[CH:12]=[C:8]([C:6]([O:5][C:1]([CH3:2])([CH3:4])[CH3:3])=[O:7])[N:9]=[N:10]1. The catalyst class is: 14. (7) Reactant: [C:1]([O:5][C:6]([NH:8][C:9]1[CH:14]=[CH:13][CH:12]=[CH:11][C:10]=1[NH:15][C:16](/[CH:18]=[CH:19]/[C:20]1[CH:25]=[CH:24][C:23]([CH:26]([CH2:30][CH2:31][O:32][Si:33]([C:36]([CH3:39])([CH3:38])[CH3:37])([CH3:35])[CH3:34])[C:27](O)=[O:28])=[CH:22][CH:21]=1)=[O:17])=[O:7])([CH3:4])([CH3:3])[CH3:2].CCN=C=NCCCN(C)C.C1C=CC2N(O)N=NC=2C=1.[Br:61][C:62]1[CH:67]=[CH:66][C:65]([NH2:68])=[CH:64][CH:63]=1. Product: [C:1]([O:5][C:6](=[O:7])[NH:8][C:9]1[CH:14]=[CH:13][CH:12]=[CH:11][C:10]=1[NH:15][C:16](=[O:17])/[CH:18]=[CH:19]/[C:20]1[CH:25]=[CH:24][C:23]([CH:26]([C:27](=[O:28])[NH:68][C:65]2[CH:66]=[CH:67][C:62]([Br:61])=[CH:63][CH:64]=2)[CH2:30][CH2:31][O:32][Si:33]([C:36]([CH3:38])([CH3:37])[CH3:39])([CH3:34])[CH3:35])=[CH:22][CH:21]=1)([CH3:4])([CH3:2])[CH3:3]. The catalyst class is: 2. (8) Reactant: [OH:1][C@H:2]([C:14]([CH3:18])([CH3:17])[CH2:15][OH:16])[C:3]([NH:5][CH2:6][CH2:7][C:8]([O:10][CH:11]([CH3:13])[CH3:12])=[O:9])=[O:4].CCN(CC)CC.[O:26]=[P:27](Cl)(Cl)[Cl:28]. Product: [Cl:28][P:27]1(=[O:26])[O:1][C@@H:2]([C:3]([NH:5][CH2:6][CH2:7][C:8]([O:10][CH:11]([CH3:13])[CH3:12])=[O:9])=[O:4])[C:14]([CH3:18])([CH3:17])[CH2:15][O:16]1. The catalyst class is: 1. (9) Reactant: [NH2:1][C:2]1[CH:7]=[C:6]([F:8])[C:5]([Cl:9])=[CH:4][C:3]=1[NH2:10].C(N(CC)CC)C.C1C=[CH:20][C:21](=[O:34])[C:22]2C=1C(C(Cl)=O)=C1C=2C=CC=C1. Product: [CH:21]([O:34][CH:7]([CH3:6])[CH3:2])([CH3:22])[CH3:20].[NH2:1][C:2]1[CH:7]=[C:6]([F:8])[C:5]([Cl:9])=[CH:4][C:3]=1[NH-:10]. The catalyst class is: 4. (10) Reactant: C[O:2][C:3]([C:5]1[N:6]([CH2:31][CH:32]=O)[CH:7]=[C:8]([C:20](=[O:30])[NH:21][CH2:22][C:23]2[CH:28]=[CH:27][C:26]([F:29])=[CH:25][CH:24]=2)[C:9](=[O:19])[C:10]=1[O:11][CH2:12][C:13]1[CH:18]=[CH:17][CH:16]=[CH:15][CH:14]=1)=O.[NH2:34][C@H:35]([CH3:42])[CH2:36][CH2:37][NH:38][CH:39]([CH3:41])[CH3:40].C(O)(=O)C. The catalyst class is: 4. Product: [F:29][C:26]1[CH:25]=[CH:24][C:23]([CH2:22][NH:21][C:20]([C:8]2[C:9](=[O:19])[C:10]([O:11][CH2:12][C:13]3[CH:18]=[CH:17][CH:16]=[CH:15][CH:14]=3)=[C:5]3[C:3](=[O:2])[N:34]4[C@H:35]([CH3:42])[CH2:36][CH2:37][N:38]([CH:39]([CH3:41])[CH3:40])[C@H:32]4[CH2:31][N:6]3[CH:7]=2)=[O:30])=[CH:28][CH:27]=1.